This data is from NCI-60 drug combinations with 297,098 pairs across 59 cell lines. The task is: Regression. Given two drug SMILES strings and cell line genomic features, predict the synergy score measuring deviation from expected non-interaction effect. (1) Drug 1: CCCS(=O)(=O)NC1=C(C(=C(C=C1)F)C(=O)C2=CNC3=C2C=C(C=N3)C4=CC=C(C=C4)Cl)F. Drug 2: CCCCCOC(=O)NC1=NC(=O)N(C=C1F)C2C(C(C(O2)C)O)O. Cell line: SR. Synergy scores: CSS=22.1, Synergy_ZIP=0.770, Synergy_Bliss=3.92, Synergy_Loewe=-1.99, Synergy_HSA=3.06. (2) Cell line: SR. Synergy scores: CSS=6.41, Synergy_ZIP=10.5, Synergy_Bliss=9.15, Synergy_Loewe=-19.2, Synergy_HSA=8.70. Drug 2: CC1=CC2C(CCC3(C2CCC3(C(=O)C)OC(=O)C)C)C4(C1=CC(=O)CC4)C. Drug 1: COC1=C(C=C2C(=C1)N=CN=C2NC3=CC(=C(C=C3)F)Cl)OCCCN4CCOCC4. (3) Drug 1: C1=CC(=CC=C1CCCC(=O)O)N(CCCl)CCCl. Drug 2: B(C(CC(C)C)NC(=O)C(CC1=CC=CC=C1)NC(=O)C2=NC=CN=C2)(O)O. Cell line: SK-MEL-5. Synergy scores: CSS=26.5, Synergy_ZIP=-7.54, Synergy_Bliss=-3.84, Synergy_Loewe=-6.68, Synergy_HSA=-6.68. (4) Drug 1: CC1=C2C(C(=O)C3(C(CC4C(C3C(C(C2(C)C)(CC1OC(=O)C(C(C5=CC=CC=C5)NC(=O)C6=CC=CC=C6)O)O)OC(=O)C7=CC=CC=C7)(CO4)OC(=O)C)O)C)OC(=O)C. Drug 2: CC1=C2C(C(=O)C3(C(CC4C(C3C(C(C2(C)C)(CC1OC(=O)C(C(C5=CC=CC=C5)NC(=O)OC(C)(C)C)O)O)OC(=O)C6=CC=CC=C6)(CO4)OC(=O)C)O)C)O. Cell line: RXF 393. Synergy scores: CSS=8.72, Synergy_ZIP=-5.91, Synergy_Bliss=-6.31, Synergy_Loewe=-6.86, Synergy_HSA=-6.01. (5) Drug 1: C#CCC(CC1=CN=C2C(=N1)C(=NC(=N2)N)N)C3=CC=C(C=C3)C(=O)NC(CCC(=O)O)C(=O)O. Drug 2: C(CN)CNCCSP(=O)(O)O. Cell line: NCI-H460. Synergy scores: CSS=-5.27, Synergy_ZIP=3.41, Synergy_Bliss=1.61, Synergy_Loewe=-3.33, Synergy_HSA=-4.49. (6) Drug 1: CCCCCOC(=O)NC1=NC(=O)N(C=C1F)C2C(C(C(O2)C)O)O. Drug 2: C#CCC(CC1=CN=C2C(=N1)C(=NC(=N2)N)N)C3=CC=C(C=C3)C(=O)NC(CCC(=O)O)C(=O)O. Cell line: LOX IMVI. Synergy scores: CSS=45.3, Synergy_ZIP=2.61, Synergy_Bliss=-1.28, Synergy_Loewe=-4.08, Synergy_HSA=-2.56.